This data is from Forward reaction prediction with 1.9M reactions from USPTO patents (1976-2016). The task is: Predict the product of the given reaction. Given the reactants [CH3:1][O:2][C:3]1[C:12]([NH:13][C:14](=[O:22])OC2C=CC=CC=2)=[N:11][C:10]2[C:5](=[CH:6][CH:7]=[CH:8][CH:9]=2)[N:4]=1.[C:23]([C:26]1[CH:31]=[CH:30][C:29]([N:32]2[CH2:37][CH2:36][NH:35][CH2:34][CH2:33]2)=[CH:28][CH:27]=1)(=[O:25])[CH3:24], predict the reaction product. The product is: [CH3:1][O:2][C:3]1[C:12]([NH:13][C:14]([N:35]2[CH2:34][CH2:33][N:32]([C:29]3[CH:28]=[CH:27][C:26]([C:23](=[O:25])[CH3:24])=[CH:31][CH:30]=3)[CH2:37][CH2:36]2)=[O:22])=[N:11][C:10]2[C:5](=[CH:6][CH:7]=[CH:8][CH:9]=2)[N:4]=1.